Dataset: Full USPTO retrosynthesis dataset with 1.9M reactions from patents (1976-2016). Task: Predict the reactants needed to synthesize the given product. (1) Given the product [Br:1][C:2]1[CH:7]=[CH:6][CH:5]=[CH:4][C:3]=1[C:8]1[N:9]=[C:10]([NH:37][CH2:36][C:35]2[CH:38]=[CH:39][C:32]([O:31][CH3:30])=[CH:33][CH:34]=2)[C:11]([C:24]#[N:25])=[N:12][C:13]=1[C:14]1[CH:19]=[CH:18][C:17](=[O:20])[N:16]([CH:21]([CH3:22])[CH3:23])[N:15]=1, predict the reactants needed to synthesize it. The reactants are: [Br:1][C:2]1[CH:7]=[CH:6][CH:5]=[CH:4][C:3]=1[C:8]1[N:9]=[C:10](C#N)[C:11]([C:24]#[N:25])=[N:12][C:13]=1[C:14]1[CH:19]=[CH:18][C:17](=[O:20])[N:16]([CH:21]([CH3:23])[CH3:22])[N:15]=1.[OH-].[Na+].[CH3:30][O:31][C:32]1[CH:39]=[CH:38][C:35]([CH2:36][NH2:37])=[CH:34][CH:33]=1. (2) Given the product [CH2:18]([O:16][C:15](=[O:17])[CH2:14][C:9]1[C:10](=[O:13])[NH:11][N:12]=[C:7]([OH:6])[CH:8]=1)[CH3:19], predict the reactants needed to synthesize it. The reactants are: S(=O)(=O)(O)O.[OH:6][C:7]1[CH:8]=[C:9]([CH2:14][C:15]([OH:17])=[O:16])[C:10](=[O:13])[NH:11][N:12]=1.[CH2:18](O)[CH3:19].